This data is from Forward reaction prediction with 1.9M reactions from USPTO patents (1976-2016). The task is: Predict the product of the given reaction. (1) Given the reactants [F:1][C:2]1[CH:7]=[C:6](B2OC(C)(C)C(C)(C)O2)[CH:5]=[CH:4][C:3]=1[C:17]1[N:18]=[CH:19][C:20]([NH2:23])=[N:21][CH:22]=1.Br[C:25]1[CH:30]=[CH:29][CH:28]=[CH:27][C:26]=1[S:31]([NH:34][C@@H:35]([C:38]1[CH:43]=[CH:42][CH:41]=[CH:40][CH:39]=1)[CH2:36][OH:37])(=[O:33])=[O:32], predict the reaction product. The product is: [NH2:23][C:20]1[N:21]=[CH:22][C:17]([C:3]2[CH:4]=[CH:5][C:6]([C:25]3[C:26]([S:31]([NH:34][C@@H:35]([C:38]4[CH:39]=[CH:40][CH:41]=[CH:42][CH:43]=4)[CH2:36][OH:37])(=[O:32])=[O:33])=[CH:27][CH:28]=[CH:29][CH:30]=3)=[CH:7][C:2]=2[F:1])=[N:18][CH:19]=1. (2) Given the reactants C([O:3][C:4]([C:6]1[CH:37]=[CH:36][C:9]2[N:10]([CH:30]3[CH2:35][CH2:34][CH2:33][CH2:32][CH2:31]3)[C:11]([C:13]3[CH:14]=[C:15]4[C:20](=[CH:21][CH:22]=3)[N:19]=[C:18]([C:23]3[CH:28]=[CH:27][CH:26]=[CH:25][CH:24]=3)[CH:17]=[C:16]4Cl)=[N:12][C:8]=2[CH:7]=1)=[O:5])C.C1(N2C3C=CC(C(O)=O)=CC=3N=C2C2C=C3C(=CC=2)N=C(C2C=CC=CC=2)C=C3N(C)C)CCCCC1.[N:75]1([CH2:80][CH2:81][CH2:82][NH2:83])[CH:79]=[CH:78][N:77]=[CH:76]1, predict the reaction product. The product is: [CH:30]1([N:10]2[C:9]3[CH:36]=[CH:37][C:6]([C:4]([OH:3])=[O:5])=[CH:7][C:8]=3[N:12]=[C:11]2[C:13]2[CH:14]=[C:15]3[C:20](=[CH:21][CH:22]=2)[N:19]=[C:18]([C:23]2[CH:28]=[CH:27][CH:26]=[CH:25][CH:24]=2)[CH:17]=[C:16]3[NH:83][CH2:82][CH2:81][CH2:80][N:75]2[CH:79]=[CH:78][N:77]=[CH:76]2)[CH2:35][CH2:34][CH2:33][CH2:32][CH2:31]1. (3) Given the reactants C(OC([NH:8][CH2:9][C:10]1[O:14][C:13]([CH3:15])=[N:12][C:11]=1[C:16]1[O:20][N:19]=[C:18]([CH3:21])[N:17]=1)=O)(C)(C)C.FC(F)(F)C(O)=O.C(Cl)(Cl)[Cl:30], predict the reaction product. The product is: [ClH:30].[NH2:8][CH2:9][C:10]1[O:14][C:13]([CH3:15])=[N:12][C:11]=1[C:16]1[O:20][N:19]=[C:18]([CH3:21])[N:17]=1. (4) Given the reactants [C:1]([C:3]1[CH:4]=[C:5]([C:13]2[O:17][C:16]([C:18]3[C:19]([CH2:32][CH3:33])=[C:20]([CH2:24][CH2:25][CH2:26][C:27]([O:29]CC)=[O:28])[CH:21]=[CH:22][CH:23]=3)=[N:15][N:14]=2)[CH:6]=[CH:7][C:8]=1[O:9][CH:10]([CH3:12])[CH3:11])#[N:2].[OH-].[Na+].Cl, predict the reaction product. The product is: [C:1]([C:3]1[CH:4]=[C:5]([C:13]2[O:17][C:16]([C:18]3[C:19]([CH2:32][CH3:33])=[C:20]([CH2:24][CH2:25][CH2:26][C:27]([OH:29])=[O:28])[CH:21]=[CH:22][CH:23]=3)=[N:15][N:14]=2)[CH:6]=[CH:7][C:8]=1[O:9][CH:10]([CH3:12])[CH3:11])#[N:2]. (5) Given the reactants [O:1]=[C:2]1[CH2:5][CH:4](C(O)=O)[CH2:3]1.C(Cl)(=O)C(Cl)=O.C[N:16]([CH:18]=[O:19])C.[N-]=[N+]=[N-].[Na+].[CH2:24]([OH:31])[C:25]1[CH:30]=[CH:29][CH:28]=[CH:27][CH:26]=1, predict the reaction product. The product is: [O:1]=[C:2]1[CH2:3][CH:4]([NH:16][C:18](=[O:19])[O:31][CH2:24][C:25]2[CH:30]=[CH:29][CH:28]=[CH:27][CH:26]=2)[CH2:5]1. (6) Given the reactants [CH3:1][N:2]1[C:6]2[CH:7]=[C:8]([N+:11]([O-])=O)[CH:9]=[CH:10][C:5]=2[N:4]=[C:3]1[S:14][CH2:15][C:16]1[N:20]([CH2:21][CH2:22][CH3:23])[CH:19]=[N:18][CH:17]=1.[Cl-].[Ca+2].[Cl-], predict the reaction product. The product is: [NH2:11][C:8]1[CH:9]=[CH:10][C:5]2[N:4]=[C:3]([S:14][CH2:15][C:16]3[N:20]([CH2:21][CH2:22][CH3:23])[CH:19]=[N:18][CH:17]=3)[N:2]([CH3:1])[C:6]=2[CH:7]=1.